From a dataset of Forward reaction prediction with 1.9M reactions from USPTO patents (1976-2016). Predict the product of the given reaction. (1) Given the reactants [NH2:1][C:2]1[CH:12]=[CH:11][C:10]([C:13]2[N:14]([C:22]([O:24][C:25]([CH3:28])([CH3:27])[CH3:26])=[O:23])[C:15]3[C:20]([CH:21]=2)=[CH:19][CH:18]=[CH:17][CH:16]=3)=[C:4]2[C:5]([NH:7][C:8](=[O:9])[C:3]=12)=[O:6].[I:29]I.O, predict the reaction product. The product is: [NH2:1][C:2]1[CH:12]=[CH:11][C:10]([C:13]2[N:14]([C:22]([O:24][C:25]([CH3:28])([CH3:27])[CH3:26])=[O:23])[C:15]3[C:20]([C:21]=2[I:29])=[CH:19][CH:18]=[CH:17][CH:16]=3)=[C:4]2[C:5]([NH:7][C:8](=[O:9])[C:3]=12)=[O:6]. (2) Given the reactants C1(N=C=O)C=CC=CC=1.[C:10]([C:12]1[CH:17]=[CH:16][C:15]([F:18])=[CH:14][CH:13]=1)#[CH:11].[N+:19]([CH2:22][CH3:23])([O-])=[O:20].C(N(CC)CC)C, predict the reaction product. The product is: [CH3:23][C:22]1[CH:11]=[C:10]([C:12]2[CH:17]=[CH:16][C:15]([F:18])=[CH:14][CH:13]=2)[O:20][N:19]=1. (3) Given the reactants Cl.Cl.[O:3]1[C:7]2[CH:8]=[CH:9][CH:10]=[C:11]([CH:12]3[CH2:17][CH2:16][N:15]([CH2:18][CH2:19][C@H:20]4[CH2:25][CH2:24][C@H:23]([NH2:26])[CH2:22][CH2:21]4)[CH2:14][CH2:13]3)[C:6]=2[CH2:5][CH2:4]1.[Cl:27][C:28]1[CH:36]=[C:35]([Cl:37])[CH:34]=[CH:33][C:29]=1[C:30](O)=[O:31], predict the reaction product. The product is: [Cl:27][C:28]1[CH:36]=[C:35]([Cl:37])[CH:34]=[CH:33][C:29]=1[C:30]([NH:26][C@H:23]1[CH2:22][CH2:21][C@H:20]([CH2:19][CH2:18][N:15]2[CH2:16][CH2:17][CH:12]([C:11]3[C:6]4[CH2:5][CH2:4][O:3][C:7]=4[CH:8]=[CH:9][CH:10]=3)[CH2:13][CH2:14]2)[CH2:25][CH2:24]1)=[O:31]. (4) Given the reactants [OH:1][C:2]1[CH:10]=[CH:9][C:8]([C:11]2[N:12]([C:27]([O:29][C:30]([CH3:33])([CH3:32])[CH3:31])=[O:28])[C:13]3[C:18]([CH:19]=2)=[CH:17][C:16]([CH2:20][N:21]2[CH2:26][CH2:25][CH2:24][CH2:23][CH2:22]2)=[CH:15][CH:14]=3)=[C:7]2[C:3]=1[CH2:4][NH:5][C:6]2=[O:34].C(N(CC)CC)C.[Cl:42][C:43]1[C:48]([Cl:49])=[CH:47][CH:46]=[CH:45][C:44]=1[S:50](Cl)(=[O:52])=[O:51], predict the reaction product. The product is: [Cl:42][C:43]1[C:48]([Cl:49])=[CH:47][CH:46]=[CH:45][C:44]=1[S:50]([O:1][C:2]1[CH:10]=[CH:9][C:8]([C:11]2[N:12]([C:27]([O:29][C:30]([CH3:31])([CH3:33])[CH3:32])=[O:28])[C:13]3[C:18]([CH:19]=2)=[CH:17][C:16]([CH2:20][N:21]2[CH2:26][CH2:25][CH2:24][CH2:23][CH2:22]2)=[CH:15][CH:14]=3)=[C:7]2[C:3]=1[CH2:4][NH:5][C:6]2=[O:34])(=[O:52])=[O:51]. (5) Given the reactants [O:1]1CC(O)O[CH2:3][CH:2]1O.[CH3:9][NH2:10].[N+:11]([CH:13](S(C1C=CC(C)=CC=1)(=O)=O)[C:14]1[CH:19]=[CH:18][CH:17]=[CH:16][C:15]=1[O:20][CH3:21])#[C-:12], predict the reaction product. The product is: [CH3:21][O:20][C:15]1[CH:16]=[CH:17][CH:18]=[CH:19][C:14]=1[C:13]1[N:11]=[CH:12][N:10]([CH3:9])[C:3]=1[CH2:2][OH:1]. (6) Given the reactants C([O:3][C:4]([C:6]1[N:10]([CH2:11][C:12]2[CH:17]=[CH:16][CH:15]=[C:14]([Cl:18])[CH:13]=2)[C:9]2[C:19]([CH3:23])=[C:20](Br)[S:21][C:8]=2[CH:7]=1)=[O:5])C.[CH3:24][C:25]1[S:29][C:28]([Sn](CCCC)(CCCC)CCCC)=[CH:27][CH:26]=1, predict the reaction product. The product is: [Cl:18][C:14]1[CH:13]=[C:12]([CH:17]=[CH:16][CH:15]=1)[CH2:11][N:10]1[C:6]([C:4]([OH:3])=[O:5])=[CH:7][C:8]2[S:21][C:20]([C:28]3[S:29][C:25]([CH3:24])=[CH:26][CH:27]=3)=[C:19]([CH3:23])[C:9]1=2. (7) Given the reactants [CH3:1][O:2][C:3]1[CH:8]=[CH:7][C:6]([C:9]2[C:10]([CH:15]=O)=[N:11][CH:12]=[CH:13][CH:14]=2)=[CH:5][CH:4]=1.[CH3:17][C:18]([S@@:21]([NH2:23])=[O:22])([CH3:20])[CH3:19], predict the reaction product. The product is: [CH3:1][O:2][C:3]1[CH:8]=[CH:7][C:6]([C:9]2[C:10]([CH:15]=[N:23][S@:21]([C:18]([CH3:20])([CH3:19])[CH3:17])=[O:22])=[N:11][CH:12]=[CH:13][CH:14]=2)=[CH:5][CH:4]=1.